The task is: Predict the reaction yield, written as a fraction of the theoretical maximum amount of product (1.0 means a 100% yield; for example, 0.34 means a 34% yield).. This data is from Reaction yield outcomes from USPTO patents with 853,638 reactions. (1) The reactants are [CH2:1]([OH:11])[CH2:2][C:3]#[C:4][CH2:5][CH2:6][CH2:7][CH2:8][CH2:9][CH3:10].[C:12]([O:15][CH:16]1[CH:21]([N:22]([CH3:24])[CH3:23])[CH2:20][CH:19]([CH3:25])[O:18][CH:17]1F)(=[O:14])[CH3:13].B(F)(F)F.CCOCC. The catalyst is C(OCC)(=O)C. The product is [C:12]([O:15][CH:16]1[CH:21]([N:22]([CH3:23])[CH3:24])[CH2:20][CH:19]([CH3:25])[O:18][CH:17]1[O:11][CH2:1][CH2:2][C:3]#[C:4][CH2:5][CH2:6][CH2:7][CH2:8][CH2:9][CH3:10])(=[O:14])[CH3:13]. The yield is 0.650. (2) The reactants are [CH2:1]([O:3][C:4]1[CH:9]=[CH:8][N:7]=[C:6]([OH:10])[CH:5]=1)[CH3:2].C1C(=O)N([I:18])C(=O)C1. The catalyst is CN(C=O)C. The product is [CH2:1]([O:3][C:4]1[C:9]([I:18])=[CH:8][N:7]=[C:6]([OH:10])[CH:5]=1)[CH3:2]. The yield is 0.239. (3) The reactants are [ClH:1].[CH2:2]([C:7]1[N:8]=[C:9]([NH2:12])[NH:10][CH:11]=1)[CH2:3][CH2:4][C:5]#[CH:6].[CH2:13]([N:20]=[N+:21]=[N-:22])[C:14]1[CH:19]=[CH:18][CH:17]=[CH:16][CH:15]=1. No catalyst specified. The product is [ClH:1].[CH2:13]([N:20]1[CH:6]=[C:5]([CH2:4][CH2:3][CH2:2][C:7]2[N:8]=[C:9]([NH2:12])[NH:10][CH:11]=2)[N:22]=[N:21]1)[C:14]1[CH:19]=[CH:18][CH:17]=[CH:16][CH:15]=1. The yield is 0.530. (4) The reactants are [Cl:1][C:2]1[C:7]([NH:8][NH2:9])=[N:6][CH:5]=[CH:4][N:3]=1.[N:10]([O-])=O.[Na+]. The catalyst is C(O)(=O)C.O. The product is [Cl:1][C:2]1[C:7]2[N:6]([N:10]=[N:9][N:8]=2)[CH:5]=[CH:4][N:3]=1. The yield is 0.730. (5) The reactants are Cl[C:2]([O:4][C:5]1[CH:10]=[CH:9][CH:8]=[CH:7][CH:6]=1)=[O:3].[NH2:11][C:12]1[CH:17]=[N:16][C:15]([C:18]2[CH:23]=[CH:22][CH:21]=[CH:20][CH:19]=2)=[CH:14][N:13]=1. The catalyst is N1C=CC=CC=1.CCOC(C)=O. The product is [C:18]1([C:15]2[N:16]=[CH:17][C:12]([NH:11][C:2](=[O:3])[O:4][C:5]3[CH:10]=[CH:9][CH:8]=[CH:7][CH:6]=3)=[N:13][CH:14]=2)[CH:19]=[CH:20][CH:21]=[CH:22][CH:23]=1. The yield is 0.630.